From a dataset of Reaction yield outcomes from USPTO patents with 853,638 reactions. Predict the reaction yield, written as a fraction of the theoretical maximum amount of product (1.0 means a 100% yield; for example, 0.34 means a 34% yield). The reactants are [CH3:1][C:2]1[NH:3][C:4]2[C:5](=[O:14])[CH2:6][CH2:7][CH2:8][C:9]=2[C:10]=1[C:11]([OH:13])=O.[N:15]1([CH2:21][CH2:22][NH2:23])[CH2:20][CH2:19][CH2:18][CH2:17][CH2:16]1. No catalyst specified. The product is [CH3:1][C:2]1[NH:3][C:4]2[C:5](=[O:14])[CH2:6][CH2:7][CH2:8][C:9]=2[C:10]=1[C:11]([NH:23][CH2:22][CH2:21][N:15]1[CH2:20][CH2:19][CH2:18][CH2:17][CH2:16]1)=[O:13]. The yield is 0.860.